Dataset: Full USPTO retrosynthesis dataset with 1.9M reactions from patents (1976-2016). Task: Predict the reactants needed to synthesize the given product. (1) Given the product [F:12][C:9]1[CH:10]=[N:11][C:2]([NH:17][C:16]2[CH:18]=[CH:19][CH:20]=[C:14]([F:13])[CH:15]=2)=[C:3]([CH:8]=1)[C:4]([O:6][CH3:7])=[O:5], predict the reactants needed to synthesize it. The reactants are: F[C:2]1[N:11]=[CH:10][C:9]([F:12])=[CH:8][C:3]=1[C:4]([O:6][CH3:7])=[O:5].[F:13][C:14]1[CH:15]=[C:16]([CH:18]=[CH:19][CH:20]=1)[NH2:17]. (2) Given the product [NH2:1][C:4]1[CH:5]=[CH:6][C:7]([C@@H:10]([CH3:14])[C:11]([NH2:13])=[O:12])=[CH:8][CH:9]=1, predict the reactants needed to synthesize it. The reactants are: [N+:1]([C:4]1[CH:9]=[CH:8][C:7]([C@@H:10]([CH3:14])[C:11]([NH2:13])=[O:12])=[CH:6][CH:5]=1)([O-])=O.C([O-])=O.[NH4+]. (3) Given the product [F:34][C:32]1([F:35])[CH2:33][CH:31]1[CH2:30][O:10][C:9]1[CH:8]=[CH:7][C:6]([C:11]2[O:12][C:13]3[CH:18]=[C:17]([O:19][CH2:20][C@@H:21]([NH:23][C:24](=[O:26])[CH3:25])[CH3:22])[N:16]=[CH:15][C:14]=3[N:27]=2)=[CH:5][C:4]=1[O:3][CH:2]([F:1])[F:28], predict the reactants needed to synthesize it. The reactants are: [F:1][CH:2]([F:28])[O:3][C:4]1[CH:5]=[C:6]([C:11]2[O:12][C:13]3[CH:18]=[C:17]([O:19][CH2:20][C@@H:21]([NH:23][C:24](=[O:26])[CH3:25])[CH3:22])[N:16]=[CH:15][C:14]=3[N:27]=2)[CH:7]=[CH:8][C:9]=1[OH:10].Br[CH2:30][CH:31]1[CH2:33][C:32]1([F:35])[F:34]. (4) Given the product [NH2:1][C:2]1[N:7]=[C:6]([C:8]2[CH:9]=[C:10]3[C:11]([C:12]([NH2:13])=[N:35][NH:36]3)=[CH:14][CH:15]=2)[CH:5]=[C:4]([N:17]2[CH2:22][CH2:21][O:20][CH:19]([C:23]3[NH:24][CH:25]=[C:26]([C:28]4[CH:33]=[CH:32][C:31]([Cl:34])=[CH:30][CH:29]=4)[N:27]=3)[CH2:18]2)[N:3]=1, predict the reactants needed to synthesize it. The reactants are: [NH2:1][C:2]1[N:7]=[C:6]([C:8]2[CH:15]=[CH:14][C:11]([C:12]#[N:13])=[C:10](F)[CH:9]=2)[CH:5]=[C:4]([N:17]2[CH2:22][CH2:21][O:20][CH:19]([C:23]3[NH:24][CH:25]=[C:26]([C:28]4[CH:33]=[CH:32][C:31]([Cl:34])=[CH:30][CH:29]=4)[N:27]=3)[CH2:18]2)[N:3]=1.[NH2:35][NH2:36]. (5) The reactants are: [Br:1][C:2]1[CH:7]=[CH:6][C:5]([OH:8])=[CH:4][N:3]=1.Cl[C:10]([F:15])([F:14])C([O-])=O.[Na+].C(=O)([O-])[O-].[K+].[K+]. Given the product [Br:1][C:2]1[CH:7]=[CH:6][C:5]([O:8][CH:10]([F:15])[F:14])=[CH:4][N:3]=1, predict the reactants needed to synthesize it. (6) Given the product [C:32]([O:31][C:29](=[O:30])[NH:36][CH:37]1[CH2:42][CH2:41][N:40]([CH2:2][C:3]2[C:11]([F:12])=[C:10]([C:13]3[CH:18]=[CH:17][CH:16]=[C:15]([Cl:19])[CH:14]=3)[C:6]3[N:7]=[CH:8][S:9][C:5]=3[CH:4]=2)[CH2:39][CH2:38]1)([CH3:35])([CH3:33])[CH3:34], predict the reactants needed to synthesize it. The reactants are: Br[CH2:2][C:3]1[C:11]([F:12])=[C:10]([C:13]2[CH:18]=[CH:17][CH:16]=[C:15]([Cl:19])[CH:14]=2)[C:6]2[N:7]=[CH:8][S:9][C:5]=2[CH:4]=1.C(N(C(C)C)CC)(C)C.[C:29]([NH:36][CH:37]1[CH2:42][CH2:41][NH:40][CH2:39][CH2:38]1)([O:31][C:32]([CH3:35])([CH3:34])[CH3:33])=[O:30]. (7) Given the product [CH2:1]([N:8]1[CH2:13][CH2:12][N:11]([C:24]([O:26][C:27]([CH3:30])([CH3:29])[CH3:28])=[O:25])[C@@H:10]([CH2:14][CH2:15][OH:16])[CH2:9]1)[C:2]1[CH:3]=[CH:4][CH:5]=[CH:6][CH:7]=1, predict the reactants needed to synthesize it. The reactants are: [CH2:1]([N:8]1[CH2:13][CH2:12][NH:11][C@@H:10]([CH2:14][CH2:15][OH:16])[CH2:9]1)[C:2]1[CH:7]=[CH:6][CH:5]=[CH:4][CH:3]=1.C(N(CC)CC)C.[C:24](O[C:24]([O:26][C:27]([CH3:30])([CH3:29])[CH3:28])=[O:25])([O:26][C:27]([CH3:30])([CH3:29])[CH3:28])=[O:25].C(OCC)(=O)C. (8) The reactants are: C(OC1C=CC(C(OC2C=CC([CH2:22][CH:23]([NH:31][C:32](=[O:41])[C:33]3[CH:38]=[CH:37][C:36]([O:39][CH3:40])=[CH:35][CH:34]=3)[C:24]([O:26]C(C)(C)C)=[O:25])=CC=2OC)=O)=CC=1)CCCCCC.C(O)(C(F)(F)F)=O. Given the product [CH3:40][O:39][C:36]1[CH:35]=[CH:34][C:33]([C:32]([NH:31][CH:23]([CH3:22])[C:24]([OH:26])=[O:25])=[O:41])=[CH:38][CH:37]=1, predict the reactants needed to synthesize it. (9) Given the product [F:20][C:21]1[C:26]([O:27][CH3:28])=[CH:25][C:24]([O:29][CH3:30])=[C:23]([F:31])[C:22]=1[N:32]1[CH2:37][C:36]2[CH:38]=[N:39][C:40]3[NH:44][C:43]([CH2:54][N:61]4[CH:62]=[CH:63][CH:64]=[CH:65][C:60]4=[O:59])=[CH:42][C:41]=3[C:35]=2[N:34]([CH2:56][CH3:57])[C:33]1=[O:58], predict the reactants needed to synthesize it. The reactants are: C1(P(C2C=CC=CC=2)C2C=CC=CC=2)C=CC=CC=1.[F:20][C:21]1[C:26]([O:27][CH3:28])=[CH:25][C:24]([O:29][CH3:30])=[C:23]([F:31])[C:22]=1[N:32]1[CH2:37][C:36]2[CH:38]=[N:39][C:40]3[N:44](S(C4C=CC=CC=4)(=O)=O)[C:43]([CH2:54]O)=[CH:42][C:41]=3[C:35]=2[N:34]([CH2:56][CH3:57])[C:33]1=[O:58].[OH:59][C:60]1[CH:65]=[CH:64][CH:63]=[CH:62][N:61]=1.N(C(OCC)=O)=NC(OCC)=O.C[O-].[Na+]. (10) Given the product [C:15]([C:17]1[CH:18]=[CH:19][C:20]([C@@H:27]2[C:32]([C:33]#[N:34])=[C:31]([CH3:35])[N:30]([C:36]3[CH:41]=[CH:40][CH:39]=[C:38]([C:42]([F:45])([F:44])[F:43])[CH:37]=3)[C:29](=[O:46])[N:28]2[CH3:47])=[C:21]([S:23]([NH2:10])(=[O:25])=[O:24])[CH:22]=1)#[N:16], predict the reactants needed to synthesize it. The reactants are: N.O1CCOCC1.C([N:10](CC)CC)C.[C:15]([C:17]1[CH:18]=[CH:19][C:20]([C@@H:27]2[C:32]([C:33]#[N:34])=[C:31]([CH3:35])[N:30]([C:36]3[CH:41]=[CH:40][CH:39]=[C:38]([C:42]([F:45])([F:44])[F:43])[CH:37]=3)[C:29](=[O:46])[N:28]2[CH3:47])=[C:21]([S:23](Cl)(=[O:25])=[O:24])[CH:22]=1)#[N:16].